This data is from Reaction yield outcomes from USPTO patents with 853,638 reactions. The task is: Predict the reaction yield, written as a fraction of the theoretical maximum amount of product (1.0 means a 100% yield; for example, 0.34 means a 34% yield). (1) The reactants are [Al+3].[Cl-].[Cl-].[Cl-].[C:5]1([CH:11]2[CH2:16][CH2:15][CH:14]([C:17](=[O:19])[CH3:18])[CH2:13][CH2:12]2)[CH:10]=[CH:9][CH:8]=[CH:7][CH:6]=1.Br[CH2:21][C:22](Br)=[O:23].Cl. The catalyst is C(Cl)Cl. The product is [C:17]([CH:14]1[CH2:15][CH2:16][CH:11]([C:5]2[CH:10]=[CH:9][C:8]([C:22](=[O:23])[CH3:21])=[CH:7][CH:6]=2)[CH2:12][CH2:13]1)(=[O:19])[CH3:18]. The yield is 0.620. (2) The reactants are [F:1][C:2]1[C:10]([NH:11][S:12]([CH2:15][CH2:16][CH2:17][F:18])(=[O:14])=[O:13])=[CH:9][CH:8]=[C:7]([F:19])[C:3]=1C(O)=O.C1C=CC(P([N:34]=[N+]=[N-])(C2C=CC=CC=2)=O)=CC=1. The catalyst is CN(C)C=O.O. The product is [NH2:34][C:3]1[C:2]([F:1])=[C:10]([NH:11][S:12]([CH2:15][CH2:16][CH2:17][F:18])(=[O:14])=[O:13])[CH:9]=[CH:8][C:7]=1[F:19]. The yield is 0.580. (3) The reactants are [C:1](N1C=CN=C1)(N1C=CN=C1)=[O:2].[CH:13]([O:16][C:17]1[CH:23]=[CH:22][C:20]([NH2:21])=[CH:19][CH:18]=1)([CH3:15])[CH3:14].[N:24]1[C:29]2[S:30][CH:31]=[CH:32][C:28]=2[C:27]([N:33]2[CH2:38][CH2:37][CH:36]([OH:39])[CH2:35][CH2:34]2)=[N:26][CH:25]=1. The product is [N:24]1[C:29]2[S:30][CH:31]=[CH:32][C:28]=2[C:27]([N:33]2[CH2:34][CH2:35][CH:36]([O:39][C:1](=[O:2])[NH:21][C:20]3[CH:22]=[CH:23][C:17]([O:16][CH:13]([CH3:15])[CH3:14])=[CH:18][CH:19]=3)[CH2:37][CH2:38]2)=[N:26][CH:25]=1. The catalyst is C(Cl)Cl.CN(C1C=CN=CC=1)C. The yield is 0.140. (4) The reactants are [CH2:1]([O:8][C:9]1[CH:14]=[CH:13][C:12](Br)=[CH:11][CH:10]=1)[C:2]1[CH:7]=[CH:6][CH:5]=[CH:4][CH:3]=1.C([Li])CCC.[Br:21][C:22]1[CH:23]=[CH:24][C:25]([CH3:30])=[C:26]([CH:29]=1)[CH:27]=[O:28]. The catalyst is C1COCC1. The product is [CH2:1]([O:8][C:9]1[CH:14]=[CH:13][C:12]([CH:27]([C:26]2[CH:29]=[C:22]([Br:21])[CH:23]=[CH:24][C:25]=2[CH3:30])[OH:28])=[CH:11][CH:10]=1)[C:2]1[CH:7]=[CH:6][CH:5]=[CH:4][CH:3]=1. The yield is 0.820. (5) The reactants are [CH2:1]([O:3][C:4](=[O:21])[C:5]([CH3:20])([O:7][C:8]1[CH:13]=[CH:12][CH:11]=[C:10]([C:14]2[CH:15]=[N:16][CH:17]=[CH:18][CH:19]=2)[CH:9]=1)[CH3:6])C.Cl.[H][H]. The catalyst is CO.[Pt]. The product is [CH3:1][O:3][C:4](=[O:21])[C:5]([CH3:6])([O:7][C:8]1[CH:13]=[CH:12][CH:11]=[C:10]([CH:14]2[CH2:19][CH2:18][CH2:17][NH:16][CH2:15]2)[CH:9]=1)[CH3:20]. The yield is 0.820. (6) The reactants are [C:9](O[C:9]([O:11][C:12]([CH3:15])([CH3:14])[CH3:13])=[O:10])([O:11][C:12]([CH3:15])([CH3:14])[CH3:13])=[O:10].I.[NH2:17][C:18]1[C:19]([C:26]([NH:28][C:29](=[NH:32])[S:30][CH3:31])=[O:27])=[N:20][C:21]([Cl:25])=[C:22]([NH2:24])[N:23]=1. The catalyst is CN(C)C1C=CN=CC=1.C1COCC1.C(N(CC)CC)C. The product is [C:12]([O:11][C:9]([NH:32][C:29](=[N:28][C:26]([C:19]1[C:18]([NH2:17])=[N:23][C:22]([NH2:24])=[C:21]([Cl:25])[N:20]=1)=[O:27])[S:30][CH3:31])=[O:10])([CH3:13])([CH3:14])[CH3:15]. The yield is 0.320. (7) The reactants are C([N:8]1[CH2:13][CH2:12][N:11]([C:14]2[CH:15]=[C:16]([O:25][CH3:26])[CH:17]=[C:18]3[C:23]=2[N:22]=[C:21]([CH3:24])[CH:20]=[CH:19]3)[CH2:10][CH2:9]1)C1C=CC=CC=1.C([O-])=O.[NH4+].CCOC(C)=O.CCCCCC. The catalyst is CO.[Pd]. The product is [CH3:26][O:25][C:16]1[CH:17]=[C:18]2[C:23](=[C:14]([N:11]3[CH2:10][CH2:9][NH:8][CH2:13][CH2:12]3)[CH:15]=1)[N:22]=[C:21]([CH3:24])[CH:20]=[CH:19]2. The yield is 0.950.